Dataset: NCI-60 drug combinations with 297,098 pairs across 59 cell lines. Task: Regression. Given two drug SMILES strings and cell line genomic features, predict the synergy score measuring deviation from expected non-interaction effect. (1) Drug 2: CN(CCCl)CCCl.Cl. Cell line: SK-MEL-2. Synergy scores: CSS=38.6, Synergy_ZIP=1.40, Synergy_Bliss=1.44, Synergy_Loewe=-34.4, Synergy_HSA=-1.81. Drug 1: C1=CC(=C2C(=C1NCCNCCO)C(=O)C3=C(C=CC(=C3C2=O)O)O)NCCNCCO. (2) Drug 1: CC1=C2C(C(=O)C3(C(CC4C(C3C(C(C2(C)C)(CC1OC(=O)C(C(C5=CC=CC=C5)NC(=O)C6=CC=CC=C6)O)O)OC(=O)C7=CC=CC=C7)(CO4)OC(=O)C)O)C)OC(=O)C. Drug 2: CN(CCCl)CCCl.Cl. Cell line: MCF7. Synergy scores: CSS=11.0, Synergy_ZIP=-7.92, Synergy_Bliss=2.25, Synergy_Loewe=-19.3, Synergy_HSA=-2.42. (3) Drug 1: C1=NC2=C(N=C(N=C2N1C3C(C(C(O3)CO)O)O)F)N. Drug 2: C1=CC=C(C(=C1)C(C2=CC=C(C=C2)Cl)C(Cl)Cl)Cl. Cell line: NCI/ADR-RES. Synergy scores: CSS=32.7, Synergy_ZIP=1.01, Synergy_Bliss=-1.42, Synergy_Loewe=-21.2, Synergy_HSA=-0.976.